From a dataset of Forward reaction prediction with 1.9M reactions from USPTO patents (1976-2016). Predict the product of the given reaction. (1) The product is: [F:36][C:35]1[CH:34]=[CH:33][C:16]([O:17][C:18]2[N:23]=[C:22]3[S:24][C:25]([NH:27][C:28]([CH:30]4[CH2:32][CH2:31]4)=[O:29])=[N:26][C:21]3=[CH:20][CH:19]=2)=[CH:15][C:14]=1[NH:13][C:1](=[O:12])[NH:52][C:49]1[CH:50]=[N:51][C:46]([C:45]([F:54])([F:44])[F:53])=[CH:47][CH:48]=1. Given the reactants [C:1](=[O:12])(OC(Cl)(Cl)Cl)OC(Cl)(Cl)Cl.[NH2:13][C:14]1[CH:15]=[C:16]([CH:33]=[CH:34][C:35]=1[F:36])[O:17][C:18]1[N:23]=[C:22]2[S:24][C:25]([NH:27][C:28]([CH:30]3[CH2:32][CH2:31]3)=[O:29])=[N:26][C:21]2=[CH:20][CH:19]=1.C(N(CC)CC)C.[F:44][C:45]([F:54])([F:53])[C:46]1[N:51]=[CH:50][C:49]([NH2:52])=[CH:48][CH:47]=1, predict the reaction product. (2) Given the reactants [CH3:1][O:2][CH:3]1[O:7][C@@H:6]([CH2:8][O:9][Si](C)(C2C=CC=CC=2)C2C=CC=CC=2)[CH2:5][CH2:4]1.C(O)=O.CCOC(C)=O, predict the reaction product. The product is: [CH3:1][O:2][CH:3]1[O:7][C@@H:6]([CH2:8][OH:9])[CH2:5][CH2:4]1. (3) Given the reactants [O:1]=[C:2]1[N:10]([CH2:11][O:12][CH2:13][CH2:14][Si:15]([CH3:18])([CH3:17])[CH3:16])[C:5]2=[N:6][CH:7]=[CH:8][CH:9]=[C:4]2[C@@:3]21[CH2:34][C:21]1=[N:22][C:23]3[CH:24]=[CH:25][C:26]([C:30](NN)=[O:31])=[CH:27][C:28]=3[CH:29]=[C:20]1[CH2:19]2.[NH4+].[OH-], predict the reaction product. The product is: [O:1]=[C:2]1[N:10]([CH2:11][O:12][CH2:13][CH2:14][Si:15]([CH3:16])([CH3:17])[CH3:18])[C:5]2=[N:6][CH:7]=[CH:8][CH:9]=[C:4]2[C@@:3]21[CH2:34][C:21]1=[N:22][C:23]3[CH:24]=[CH:25][C:26]([CH:30]=[O:31])=[CH:27][C:28]=3[CH:29]=[C:20]1[CH2:19]2. (4) Given the reactants [N:1]1([C:7]([O:9][C:10]([CH3:13])([CH3:12])[CH3:11])=[O:8])[CH2:6][CH2:5][NH:4][CH2:3][CH2:2]1.C1C=CC(P(C2C(C3C(P(C4C=CC=CC=4)C4C=CC=CC=4)=CC=C4C=3C=CC=C4)=C3C(C=CC=C3)=CC=2)C2C=CC=CC=2)=CC=1.Br[C:61]1[CH:62]=[C:63]([C:68]([F:71])([F:70])[F:69])[CH:64]=[CH:65][C:66]=1[Cl:67], predict the reaction product. The product is: [Cl:67][C:66]1[CH:61]=[CH:62][C:63]([C:68]([F:69])([F:70])[F:71])=[CH:64][C:65]=1[N:4]1[CH2:5][CH2:6][N:1]([C:7]([O:9][C:10]([CH3:13])([CH3:12])[CH3:11])=[O:8])[CH2:2][CH2:3]1. (5) Given the reactants [C:1]([C:5]1[N:13]=[C:12]2[C:8]([N:9]=[CH:10][NH:11]2)=[C:7]([N:14]2[CH2:18][CH2:17][C@H:16]([OH:19])[CH2:15]2)[N:6]=1)([CH3:4])([CH3:3])[CH3:2].[C:20]([N:24]1[C:28]([CH2:29]Cl)=[N:27][N:26]=[N:25]1)([CH3:23])([CH3:22])[CH3:21], predict the reaction product. The product is: [C:1]([C:5]1[N:13]=[C:12]2[C:8]([N:9]=[CH:10][N:11]2[CH2:29][C:28]2[N:24]([C:20]([CH3:23])([CH3:22])[CH3:21])[N:25]=[N:26][N:27]=2)=[C:7]([N:14]2[CH2:18][CH2:17][C@H:16]([OH:19])[CH2:15]2)[N:6]=1)([CH3:4])([CH3:2])[CH3:3]. (6) Given the reactants Br[C:2]1[CH:3]=[C:4]2[O:10][CH2:9][O:8][C:5]2=[N:6][CH:7]=1.C([Li])CCC.[B:16](OC(C)C)([O:21]C(C)C)[O:17]C(C)C.[OH-].[Na+], predict the reaction product. The product is: [O:10]1[C:4]2[C:5](=[N:6][CH:7]=[C:2]([B:16]([OH:21])[OH:17])[CH:3]=2)[O:8][CH2:9]1. (7) The product is: [Br:1][C:2]1[CH:3]=[CH:4][C:5]([N:15]2[CH:16]=[C:12]([CH3:11])[N:13]=[CH:14]2)=[C:6]([CH:9]=1)[C:7]#[N:8]. Given the reactants [Br:1][C:2]1[CH:3]=[CH:4][C:5](F)=[C:6]([CH:9]=1)[C:7]#[N:8].[CH3:11][C:12]1[N:13]=[CH:14][NH:15][CH:16]=1.C(=O)([O-])[O-].[K+].[K+].O, predict the reaction product. (8) The product is: [C:13]([O:12][C:10]([N:17]1[CH2:22][CH2:21][CH:20]([NH:9][CH:7]([C:2]2[CH:3]=[CH:4][CH:5]=[CH:6][N:1]=2)[CH3:8])[CH2:19][CH2:18]1)=[O:11])([CH3:16])([CH3:14])[CH3:15]. Given the reactants [N:1]1[CH:6]=[CH:5][CH:4]=[CH:3][C:2]=1[CH:7]([NH2:9])[CH3:8].[C:10]([N:17]1[CH2:22][CH2:21][C:20](=O)[CH2:19][CH2:18]1)([O:12][C:13]([CH3:16])([CH3:15])[CH3:14])=[O:11].[BH-](OC(C)=O)(OC(C)=O)OC(C)=O.[Na+], predict the reaction product. (9) Given the reactants [OH-].[Li+].C([O:5][C:6](=[O:31])[C:7]1[CH:12]=[CH:11][C:10]([O:13][C:14]2[CH:19]=[CH:18][C:17]([C:20]#[N:21])=[CH:16][CH:15]=2)=[N:9][C:8]=1[O:22][C:23]1[CH:28]=[CH:27][C:26]([C:29]#[N:30])=[CH:25][CH:24]=1)C, predict the reaction product. The product is: [C:29]([C:26]1[CH:27]=[CH:28][C:23]([O:22][C:8]2[N:9]=[C:10]([O:13][C:14]3[CH:19]=[CH:18][C:17]([C:20]#[N:21])=[CH:16][CH:15]=3)[CH:11]=[CH:12][C:7]=2[C:6]([OH:31])=[O:5])=[CH:24][CH:25]=1)#[N:30]. (10) Given the reactants [OH:1][C:2]([CH:5]1[CH2:10][CH2:9][NH:8][CH2:7][CH2:6]1)([CH3:4])[CH3:3].[H-].[Na+].C1COCC1.[F:18][C:19]([F:37])([F:36])[CH2:20][NH:21][C:22](=[O:35])[C:23]1[CH:28]=[C:27]([N+:29]([O-:31])=[O:30])[C:26]([NH:32][CH3:33])=[CH:25][C:24]=1F, predict the reaction product. The product is: [F:18][C:19]([F:36])([F:37])[CH2:20][NH:21][C:22](=[O:35])[C:23]1[CH:28]=[C:27]([N+:29]([O-:31])=[O:30])[C:26]([NH:32][CH3:33])=[CH:25][C:24]=1[N:8]1[CH2:9][CH2:10][CH:5]([C:2]([OH:1])([CH3:4])[CH3:3])[CH2:6][CH2:7]1.